This data is from Forward reaction prediction with 1.9M reactions from USPTO patents (1976-2016). The task is: Predict the product of the given reaction. (1) The product is: [Cl:34][C:28]1[CH:29]=[N:30][CH:31]=[C:32]([Cl:33])[C:27]=1[NH:26][C:20]1[C:19]2[C:24](=[C:15]([O:14][CH2:13][CH2:12][CH2:11][CH2:10][CH2:9][N:5]3[CH2:6][CH2:7][N:2]([CH3:1])[CH2:3][CH2:4]3)[C:16]([O:35][CH3:36])=[CH:17][CH:18]=2)[O:23][C:22](=[O:25])[CH:21]=1. Given the reactants [CH3:1][N:2]1[CH2:7][CH2:6][NH:5][CH2:4][CH2:3]1.Br[CH2:9][CH2:10][CH2:11][CH2:12][CH2:13][O:14][C:15]1[C:16]([O:35][CH3:36])=[CH:17][CH:18]=[C:19]2[C:24]=1[O:23][C:22](=[O:25])[CH:21]=[C:20]2[NH:26][C:27]1[C:32]([Cl:33])=[CH:31][N:30]=[CH:29][C:28]=1[Cl:34].C([O-])([O-])=O.[K+].[K+], predict the reaction product. (2) Given the reactants [Cl:1][C:2]1[CH:7]=[CH:6][C:5]([NH:8][C:9]2[O:13][C:12]([C:14]3[CH:19]=[CH:18][C:17]([OH:20])=[CH:16][CH:15]=3)=[N:11][N:10]=2)=[CH:4][C:3]=1[C:21]([F:24])([F:23])[F:22].[CH3:25][Si]([N-][Si](C)(C)C)(C)C.[K+].[C:35]([O-:38])([O-])=[O:36].[K+].[K+].Cl[C:42]1[CH:47]=[CH:46][N:45]=[C:44]([C:48]([NH2:50])=[O:49])[CH:43]=1, predict the reaction product. The product is: [F:22][C:21]([F:24])([F:23])[C:35]([OH:38])=[O:36].[Cl:1][C:2]1[CH:7]=[CH:6][C:5]([NH:8][C:9]2[O:13][C:12]([C:14]3[CH:15]=[CH:16][C:17]([O:20][C:42]4[CH:47]=[CH:46][N:45]=[C:44]([C:48]([NH:50][CH3:25])=[O:49])[CH:43]=4)=[CH:18][CH:19]=3)=[N:11][N:10]=2)=[CH:4][C:3]=1[C:21]([F:22])([F:23])[F:24]. (3) Given the reactants [C:1]([O:5][C:6](=[O:38])[C@@H:7]([NH:24][S:25]([C:28]1[CH:33]=[CH:32][C:31]([NH:34][C:35](=[O:37])[CH3:36])=[CH:30][CH:29]=1)(=[O:27])=[O:26])[CH2:8][NH:9][C:10](=[O:23])[C:11]1[CH:16]=[CH:15][C:14]([CH2:17][CH2:18][C:19]([O:21]C)=O)=[CH:13][CH:12]=1)([CH3:4])([CH3:3])[CH3:2].[NH2:39][C:40]1[NH:41][CH2:42][CH2:43][CH2:44][N:45]=1, predict the reaction product. The product is: [C:1]([O:5][C:6](=[O:38])[C@@H:7]([NH:24][S:25]([C:28]1[CH:29]=[CH:30][C:31]([NH:34][C:35](=[O:37])[CH3:36])=[CH:32][CH:33]=1)(=[O:26])=[O:27])[CH2:8][NH:9][C:10](=[O:23])[C:11]1[CH:16]=[CH:15][C:14]([CH2:17][CH2:18][C:19](=[O:21])[NH:39][C:40]2[NH:45][CH2:44][CH2:43][CH2:42][N:41]=2)=[CH:13][CH:12]=1)([CH3:4])([CH3:2])[CH3:3]. (4) Given the reactants [C:1]([O:5][C:6](=[O:23])[NH:7][C:8]1[CH:13]=[CH:12][C:11]([C:14]2[CH:19]=[CH:18][CH:17]=[C:16]([F:20])[C:15]=2[F:21])=[CH:10][C:9]=1[NH2:22])([CH3:4])([CH3:3])[CH3:2].C([O:26][C:27](=O)[CH2:28][C:29](=[O:41])[C:30]1[CH:35]=[CH:34][CH:33]=[C:32]([N:36]2[CH:40]=[CH:39][N:38]=[N:37]2)[CH:31]=1)C, predict the reaction product. The product is: [C:1]([O:5][C:6](=[O:23])[NH:7][C:8]1[CH:13]=[CH:12][C:11]([C:14]2[CH:19]=[CH:18][CH:17]=[C:16]([F:20])[C:15]=2[F:21])=[CH:10][C:9]=1[NH:22][C:27](=[O:26])[CH2:28][C:29](=[O:41])[C:30]1[CH:35]=[CH:34][CH:33]=[C:32]([N:36]2[CH:40]=[CH:39][N:38]=[N:37]2)[CH:31]=1)([CH3:4])([CH3:2])[CH3:3].